Dataset: Forward reaction prediction with 1.9M reactions from USPTO patents (1976-2016). Task: Predict the product of the given reaction. (1) Given the reactants [CH:1]1([CH2:4][O:5][C:6]2[CH:13]=[CH:12][C:11](B3OC(C)(C)C(C)(C)O3)=[CH:10][C:7]=2[C:8]#[N:9])[CH2:3][CH2:2]1.Br[C:24]1[CH:29]=[CH:28][N:27]=[C:26]([Cl:30])[CH:25]=1.C(=O)([O-])[O-].[K+].[K+], predict the reaction product. The product is: [Cl:30][C:26]1[CH:25]=[C:24]([C:11]2[CH:12]=[CH:13][C:6]([O:5][CH2:4][CH:1]3[CH2:2][CH2:3]3)=[C:7]([CH:10]=2)[C:8]#[N:9])[CH:29]=[CH:28][N:27]=1. (2) Given the reactants C(N(CC)CC)C.[C:8](Cl)(=[O:15])[C:9]1[CH:14]=[CH:13][CH:12]=[CH:11][CH:10]=1.[NH2:17][C:18]1[CH:30]=[C:29]([CH2:31][CH2:32][CH2:33][C:34]2[CH:39]=[CH:38][CH:37]=[CH:36][CH:35]=2)[CH:28]=[CH:27][C:19]=1[C:20]([O:22][C:23]([CH3:26])([CH3:25])[CH3:24])=[O:21], predict the reaction product. The product is: [C:8]([NH:17][C:18]1[CH:30]=[C:29]([CH2:31][CH2:32][CH2:33][C:34]2[CH:35]=[CH:36][CH:37]=[CH:38][CH:39]=2)[CH:28]=[CH:27][C:19]=1[C:20]([O:22][C:23]([CH3:25])([CH3:26])[CH3:24])=[O:21])(=[O:15])[C:9]1[CH:14]=[CH:13][CH:12]=[CH:11][CH:10]=1. (3) Given the reactants [Cl:1][C:2]1[CH:3]=[CH:4][C:5]2[N:6]([CH:8]=[C:9]([C:11]([OH:13])=O)[N:10]=2)[N:7]=1.CN(C(ON1N=NC2C=CC=CC1=2)=[N+](C)C)C.F[P-](F)(F)(F)(F)F.CCN(C(C)C)C(C)C.Br.[F:48][C:49]([F:68])([F:67])[O:50][C:51]1[CH:52]=[C:53]([C:57]2[CH:66]=[CH:65][C:60]3[NH:61][C:62]([NH2:64])=[N:63][C:59]=3[CH:58]=2)[CH:54]=[CH:55][CH:56]=1.C(=O)(O)[O-].[Na+], predict the reaction product. The product is: [F:68][C:49]([F:48])([F:67])[O:50][C:51]1[CH:52]=[C:53]([C:57]2[CH:66]=[CH:65][C:60]3[NH:61][C:62]([NH:64][C:11]([C:9]4[N:10]=[C:5]5[CH:4]=[CH:3][C:2]([Cl:1])=[N:7][N:6]5[CH:8]=4)=[O:13])=[N:63][C:59]=3[CH:58]=2)[CH:54]=[CH:55][CH:56]=1.